The task is: Predict which catalyst facilitates the given reaction.. This data is from Catalyst prediction with 721,799 reactions and 888 catalyst types from USPTO. (1) The catalyst class is: 252. Reactant: [Br:1][C:2]1[CH:3]=[N:4][N:5]2[CH:10]=[CH:9][C:8](Cl)=[N:7][C:6]=12.[C:12]([O:16][C:17]([N:19]1[CH2:24][CH2:23][NH:22][CH2:21][CH2:20]1)=[O:18])([CH3:15])([CH3:14])[CH3:13].C(N(C(C)C)CC)(C)C. Product: [Br:1][C:2]1[CH:3]=[N:4][N:5]2[CH:10]=[CH:9][C:8]([N:22]3[CH2:21][CH2:20][N:19]([C:17]([O:16][C:12]([CH3:15])([CH3:14])[CH3:13])=[O:18])[CH2:24][CH2:23]3)=[N:7][C:6]=12. (2) Reactant: [C:1](#[N:5])[CH2:2][C:3]#[N:4].CC(C)([O-])C.[K+].Br[C:13]([C:19]1[CH:24]=[CH:23][CH:22]=[CH:21][CH:20]=1)([CH3:18])[C:14]([O:16][CH3:17])=[O:15].C(=O)=O.CO. Product: [C:3]([CH:2]([C:1]#[N:5])[C:13]([CH3:18])([C:19]1[CH:24]=[CH:23][CH:22]=[CH:21][CH:20]=1)[C:14]([O:16][CH3:17])=[O:15])#[N:4]. The catalyst class is: 1. (3) Reactant: [F:1][C:2]([F:35])([F:34])[C:3]1[CH:4]=[C:5]([C:13]2([C:16]([NH:18][C:19]3[CH:20]=[N:21][C:22](Cl)=[CH:23][C:24]=3[C:25]3[CH:30]=[CH:29][C:28]([F:31])=[CH:27][C:26]=3[CH3:32])=[O:17])[CH2:15][CH2:14]2)[CH:6]=[C:7]([C:9]([F:12])([F:11])[F:10])[CH:8]=1.[CH2:36]1[NH:41][CH2:40][CH2:39][N:38]2[CH2:42][CH2:43][CH2:44][C@@H:37]12.[C:45](=O)([O-])[O-].[K+].[K+].[NH4+].[Cl-]. Product: [F:1][C:2]([F:35])([F:34])[C:3]1[CH:4]=[C:5]([C:13]2([C:16]([N:18]([C:19]3[CH:20]=[N:21][C:22]([N:41]4[CH2:40][CH2:39][N:38]5[CH2:42][CH2:43][CH2:44][C@H:37]5[CH2:36]4)=[CH:23][C:24]=3[C:25]3[CH:30]=[CH:29][C:28]([F:31])=[CH:27][C:26]=3[CH3:32])[CH3:45])=[O:17])[CH2:15][CH2:14]2)[CH:6]=[C:7]([C:9]([F:12])([F:11])[F:10])[CH:8]=1. The catalyst class is: 16. (4) Reactant: [Cl:1][C:2]1[CH:3]=[C:4]([C:10]([F:13])([F:12])[F:11])[CH:5]=[C:6]([Cl:9])[C:7]=1F.[C:14]([C:16]1[C:24]2[C:19](=[CH:20][CH:21]=[CH:22][CH:23]=2)[NH:18][CH:17]=1)#[CH:15].C(=O)([O-])[O-].[K+].[K+]. Product: [Cl:1][C:2]1[CH:3]=[C:4]([C:10]([F:13])([F:12])[F:11])[CH:5]=[C:6]([Cl:9])[C:7]=1[N:18]1[C:19]2[C:24](=[CH:23][CH:22]=[CH:21][CH:20]=2)[C:16]([CH:14]=[CH2:15])=[CH:17]1. The catalyst class is: 35.